From a dataset of Catalyst prediction with 721,799 reactions and 888 catalyst types from USPTO. Predict which catalyst facilitates the given reaction. (1) Product: [NH:17]1[C:13]2=[N:14][CH:15]=[CH:16][C:11]([NH:10][C:7]3[CH:8]=[CH:9][C:4]([NH2:1])=[CH:5][CH:6]=3)=[C:12]2[CH:19]=[CH:18]1. Reactant: [N+:1]([C:4]1[CH:9]=[CH:8][C:7]([NH:10][C:11]2[C:12]3[CH:19]=[CH:18][NH:17][C:13]=3[N:14]=[CH:15][CH:16]=2)=[CH:6][CH:5]=1)([O-])=O.[H][H]. The catalyst class is: 29. (2) Reactant: [CH3:1][C:2]([NH:4][C@H:5]1[C@H:10]([C@H:11]([O:22][C:23]([CH3:25])=[O:24])[C@H:12]([O:18][C:19]([CH3:21])=[O:20])[CH2:13][O:14][C:15]([CH3:17])=[O:16])[O:9][C:8]([C:26]([O:28][CH3:29])=[O:27])=[C:7]([CH2:30][CH:31]=[CH2:32])[C@@H:6]1[O:33][C:34]([CH3:36])=[O:35])=[O:3].B1C2CCCC1CCC2.B(O)O.[OH:49]O.[OH-].[Na+].[CH2:53]1[CH2:57][O:56]CC1. Product: [C:2]([NH:4][C@H:5]1[C@H:10]([C@@H:11]([C@@H:12]([CH2:13][O:14][C:15](=[O:16])[CH3:17])[O:18][C:19](=[O:20])[CH3:21])[O:22][C:23](=[O:24])[CH3:25])[O:9][C:8]([C:26]([O:28][CH3:29])=[O:27])=[C:7]([CH2:30][CH2:31][CH2:32][O:56][C:57](=[O:49])[CH3:53])[C@@H:6]1[O:33][C:34](=[O:35])[CH3:36])(=[O:3])[CH3:1]. The catalyst class is: 13.